This data is from Catalyst prediction with 721,799 reactions and 888 catalyst types from USPTO. The task is: Predict which catalyst facilitates the given reaction. (1) Reactant: C(OC(=O)[NH:10][CH2:11][C@H:12]1[CH2:17][CH2:16][C@H:15]([C:18]2[N:22]3[CH:23]=[CH:24][N:25]=[C:26]([NH2:27])[C:21]3=[C:20]([C:28]3[NH:29][C:30]4[C:35]([CH:36]=3)=[CH:34][CH:33]=[CH:32][CH:31]=4)[N:19]=2)[CH2:14][CH2:13]1)C1C=CC=CC=1. Product: [NH2:27][C:26]1[C:21]2[N:22]([C:18]([C@H:15]3[CH2:14][CH2:13][C@H:12]([CH2:11][NH2:10])[CH2:17][CH2:16]3)=[N:19][C:20]=2[C:28]2[NH:29][C:30]3[C:35]([CH:36]=2)=[CH:34][CH:33]=[CH:32][CH:31]=3)[CH:23]=[CH:24][N:25]=1. The catalyst class is: 126. (2) Reactant: [CH3:1][C:2]1([CH3:27])[C:6]([CH3:8])([CH3:7])[O:5][B:4]([C:9]2[CH:10]=[N:11][N:12]([CH:14]3[CH2:19][CH2:18][N:17](C(OC(C)(C)C)=O)[CH2:16][CH2:15]3)[CH:13]=2)[O:3]1.[ClH:28].CC(=O)OCC. Product: [ClH:28].[CH3:1][C:2]1([CH3:27])[C:6]([CH3:7])([CH3:8])[O:5][B:4]([C:9]2[CH:10]=[N:11][N:12]([CH:14]3[CH2:19][CH2:18][NH:17][CH2:16][CH2:15]3)[CH:13]=2)[O:3]1. The catalyst class is: 425. (3) Reactant: [Cl:1][C:2]1[CH:7]=[N:6][CH:5]=[C:4]([O:8][C@@H:9]([C:11]2[CH:16]=[CH:15][CH:14]=[C:13]([N+:17]([O-])=O)[CH:12]=2)[CH3:10])[N:3]=1.[Cl-].[NH4+].[In]. Product: [Cl:1][C:2]1[N:3]=[C:4]([O:8][C@@H:9]([C:11]2[CH:12]=[C:13]([CH:14]=[CH:15][CH:16]=2)[NH2:17])[CH3:10])[CH:5]=[N:6][CH:7]=1. The catalyst class is: 40.